From a dataset of Peptide-MHC class II binding affinity with 134,281 pairs from IEDB. Regression. Given a peptide amino acid sequence and an MHC pseudo amino acid sequence, predict their binding affinity value. This is MHC class II binding data. (1) The peptide sequence is YDKFEANVSTVLTGK. The MHC is DRB1_0101 with pseudo-sequence DRB1_0101. The binding affinity (normalized) is 0.791. (2) The peptide sequence is NCNIAPLMVAYMLER. The MHC is DRB1_1501 with pseudo-sequence DRB1_1501. The binding affinity (normalized) is 0.316. (3) The peptide sequence is KAIKESTGGAYDTYK. The MHC is DRB4_0101 with pseudo-sequence DRB4_0103. The binding affinity (normalized) is 0.259. (4) The peptide sequence is AIKAGTGGAYESYKF. The MHC is DRB1_1602 with pseudo-sequence DRB1_1602. The binding affinity (normalized) is 0.269. (5) The peptide sequence is MRILVRGNSPAFNYN. The MHC is DRB3_0101 with pseudo-sequence DRB3_0101. The binding affinity (normalized) is 0.324. (6) The binding affinity (normalized) is 0. The peptide sequence is DKLTGPFTVRYTTEG. The MHC is DRB1_0301 with pseudo-sequence DRB1_0301. (7) The peptide sequence is ARTDLLAFTRLPQAD. The MHC is HLA-DQA10301-DQB10302 with pseudo-sequence HLA-DQA10301-DQB10302. The binding affinity (normalized) is 0.0640. (8) The peptide sequence is VHRGAVPRRGPRGGP. The MHC is HLA-DQA10101-DQB10501 with pseudo-sequence HLA-DQA10101-DQB10501. The binding affinity (normalized) is 0.126.